This data is from NCI-60 drug combinations with 297,098 pairs across 59 cell lines. The task is: Regression. Given two drug SMILES strings and cell line genomic features, predict the synergy score measuring deviation from expected non-interaction effect. (1) Drug 1: C(=O)(N)NO. Drug 2: CN(CC1=CN=C2C(=N1)C(=NC(=N2)N)N)C3=CC=C(C=C3)C(=O)NC(CCC(=O)O)C(=O)O. Cell line: SR. Synergy scores: CSS=47.4, Synergy_ZIP=1.73, Synergy_Bliss=2.18, Synergy_Loewe=-28.5, Synergy_HSA=-1.24. (2) Drug 1: C(CN)CNCCSP(=O)(O)O. Drug 2: CC1C(C(CC(O1)OC2CC(CC3=C2C(=C4C(=C3O)C(=O)C5=CC=CC=C5C4=O)O)(C(=O)C)O)N)O. Cell line: DU-145. Synergy scores: CSS=38.5, Synergy_ZIP=1.01, Synergy_Bliss=-0.167, Synergy_Loewe=-21.5, Synergy_HSA=-0.362. (3) Drug 1: C1=NC(=NC(=O)N1C2C(C(C(O2)CO)O)O)N. Drug 2: C1=NNC2=C1C(=O)NC=N2. Cell line: U251. Synergy scores: CSS=46.2, Synergy_ZIP=0.501, Synergy_Bliss=0.752, Synergy_Loewe=-30.6, Synergy_HSA=-1.57.